Task: Predict the reaction yield, written as a fraction of the theoretical maximum amount of product (1.0 means a 100% yield; for example, 0.34 means a 34% yield).. Dataset: Reaction yield outcomes from USPTO patents with 853,638 reactions (1) The reactants are [CH:1]1([CH2:6][CH:7]([C:11]2[CH:16]=[CH:15][C:14]([C:17]#[C:18][CH2:19][O:20][CH3:21])=[CH:13][CH:12]=2)[C:8]([OH:10])=O)[CH2:5][CH2:4][CH2:3][CH2:2]1.N1C2C=CC=CC=2N=N1.C(N(CC)CC)C.[NH2:38][C:39]1[S:40][CH:41]=[CH:42][N:43]=1. The catalyst is C(Cl)Cl. The product is [CH:1]1([CH2:6][CH:7]([C:11]2[CH:16]=[CH:15][C:14]([C:17]#[C:18][CH2:19][O:20][CH3:21])=[CH:13][CH:12]=2)[C:8]([NH:38][C:39]2[S:40][CH:41]=[CH:42][N:43]=2)=[O:10])[CH2:2][CH2:3][CH2:4][CH2:5]1. The yield is 0.720. (2) The reactants are [C:1]([O:5][C:6](=[O:9])[CH2:7][NH2:8])([CH3:4])([CH3:3])[CH3:2].[CH2:10]([N:17]1[CH2:22][CH:21]=[C:20]([C:23]([CH3:28])([CH3:27])[CH2:24][CH:25]=O)[CH2:19][CH2:18]1)[C:11]1[CH:16]=[CH:15][CH:14]=[CH:13][CH:12]=1. The catalyst is C(Cl)Cl. The product is [C:1]([O:5][C:6](=[O:9])[CH2:7]/[N:8]=[CH:25]/[CH2:24][C:23]([C:20]1[CH2:21][CH2:22][N:17]([CH2:10][C:11]2[CH:16]=[CH:15][CH:14]=[CH:13][CH:12]=2)[CH2:18][CH:19]=1)([CH3:28])[CH3:27])([CH3:4])([CH3:3])[CH3:2]. The yield is 1.00. (3) The reactants are C(=O)([O-])[O-].[Ca+2].[NH2:6][C:7]1[CH:12]=[C:11]([C:13]([F:16])([F:15])[F:14])[C:10]([C:17]2[CH:22]=[CH:21][C:20]([S:23]([CH2:26][CH:27]3[CH2:32][CH2:31][N:30]([C:33]([O:35][C:36]([CH3:39])([CH3:38])[CH3:37])=[O:34])[CH2:29][CH2:28]3)(=[O:25])=[O:24])=[CH:19][CH:18]=2)=[C:9]([Cl:40])[CH:8]=1.O.[C:42](Cl)(Cl)=[S:43].Cl. The catalyst is ClCCl. The product is [Cl:40][C:9]1[CH:8]=[C:7]([N:6]=[C:42]=[S:43])[CH:12]=[C:11]([C:13]([F:14])([F:16])[F:15])[C:10]=1[C:17]1[CH:22]=[CH:21][C:20]([S:23]([CH2:26][CH:27]2[CH2:32][CH2:31][N:30]([C:33]([O:35][C:36]([CH3:37])([CH3:39])[CH3:38])=[O:34])[CH2:29][CH2:28]2)(=[O:25])=[O:24])=[CH:19][CH:18]=1. The yield is 0.820. (4) The reactants are C[O:2][C:3]([C:5]1[N:6]([CH3:24])[CH:7]=[C:8]([C:10]2[CH:15]=[CH:14][C:13]([NH:16][C:17]([O:19][C:20]([CH3:23])([CH3:22])[CH3:21])=[O:18])=[CH:12][CH:11]=2)[N:9]=1)=[O:4].[OH-].[K+]. The catalyst is CO. The product is [C:20]([O:19][C:17]([NH:16][C:13]1[CH:12]=[CH:11][C:10]([C:8]2[N:9]=[C:5]([C:3]([OH:4])=[O:2])[N:6]([CH3:24])[CH:7]=2)=[CH:15][CH:14]=1)=[O:18])([CH3:23])([CH3:21])[CH3:22]. The yield is 0.900. (5) The reactants are [CH:1]([O:4][CH2:5][CH2:6][OH:7])([CH3:3])[CH3:2].O[C:9]1[CH:16]=[CH:15][C:12]([CH:13]=[O:14])=[CH:11][CH:10]=1.C1(P(C2C=CC=CC=2)C2C=CC=CC=2)C=CC=CC=1.C1COCC1. The catalyst is N(C(OCC)=O)=NC(OCC)=O. The product is [CH:1]([O:4][CH2:5][CH2:6][O:7][C:9]1[CH:16]=[CH:15][C:12]([CH:13]=[O:14])=[CH:11][CH:10]=1)([CH3:3])[CH3:2]. The yield is 0.820. (6) The reactants are Br[C:2]1[O:6][C:5]([CH2:7][N:8]2[C:16]3[C:11](=[C:12]([C:19]([F:22])([F:21])[F:20])[C:13]([C:17]#[N:18])=[CH:14][CH:15]=3)[CH:10]=[C:9]2[CH:23]2[CH2:25][CH2:24]2)=[CH:4][CH:3]=1.[F:26][C:27]([F:38])([F:37])[C:28]1[CH:29]=[C:30](B(O)O)[CH:31]=[CH:32][CH:33]=1.[F-].[K+]. The catalyst is O1CCOCC1.C1C=CC([P]([Pd]([P](C2C=CC=CC=2)(C2C=CC=CC=2)C2C=CC=CC=2)([P](C2C=CC=CC=2)(C2C=CC=CC=2)C2C=CC=CC=2)[P](C2C=CC=CC=2)(C2C=CC=CC=2)C2C=CC=CC=2)(C2C=CC=CC=2)C2C=CC=CC=2)=CC=1. The product is [CH:23]1([C:9]2[N:8]([CH2:7][C:5]3[O:6][C:2]([C:32]4[CH:31]=[CH:30][CH:29]=[C:28]([C:27]([F:38])([F:37])[F:26])[CH:33]=4)=[CH:3][CH:4]=3)[C:16]3[C:11]([CH:10]=2)=[C:12]([C:19]([F:22])([F:21])[F:20])[C:13]([C:17]#[N:18])=[CH:14][CH:15]=3)[CH2:25][CH2:24]1. The yield is 0.320. (7) The reactants are [CH3:1][O:2][C:3]1[N:8]=[CH:7][C:6]([NH:9][C:10]([C:12]2[CH:13]=[C:14]([C:20]3[CH:25]=[CH:24][CH:23]=[CH:22][CH:21]=3)[C:15]([Cl:19])=[CH:16][C:17]=2Br)=[O:11])=[CH:5][CH:4]=1.C([Sn](CCCC)(CCCC)[C:31]1[CH:36]=[CH:35][CH:34]=[CH:33][N:32]=1)CCC. The catalyst is O1CCOCC1. The product is [CH3:1][O:2][C:3]1[N:8]=[CH:7][C:6]([NH:9][C:10]([C:12]2[CH:13]=[C:14]([C:20]3[CH:25]=[CH:24][CH:23]=[CH:22][CH:21]=3)[C:15]([Cl:19])=[CH:16][C:17]=2[C:31]2[CH:36]=[CH:35][CH:34]=[CH:33][N:32]=2)=[O:11])=[CH:5][CH:4]=1. The yield is 0.600. (8) The reactants are [CH:1]1([N:7]2[C:12]([OH:13])=[C:11]([C:14]([NH:16][CH2:17][C:18]([O:20]CC)=[O:19])=[O:15])[C:10](=[O:23])[NH:9][C:8]2=[O:24])[CH2:6][CH2:5][CH2:4][CH2:3][CH2:2]1.C(=O)([O-])[O-].[K+].[K+].[Br:31][C:32]1[CH:37]=[C:36]([C:38]([CH3:41])([CH3:40])[CH3:39])[CH:35]=[CH:34][C:33]=1[CH2:42]Br.Cl. The catalyst is CN(C)C=O. The product is [Br:31][C:32]1[CH:37]=[C:36]([C:38]([CH3:40])([CH3:39])[CH3:41])[CH:35]=[CH:34][C:33]=1[CH2:42][N:9]1[C:10](=[O:23])[C:11]([C:14]([NH:16][CH2:17][C:18]([OH:20])=[O:19])=[O:15])=[C:12]([OH:13])[N:7]([CH:1]2[CH2:6][CH2:5][CH2:4][CH2:3][CH2:2]2)[C:8]1=[O:24]. The yield is 0.0750. (9) The reactants are [C:1]([O:5][C:6]([N:8]1[CH2:13][CH2:12][CH:11]([O:14][C:15]2[C:20]([Cl:21])=[CH:19][C:18]([N+:22]([O-])=O)=[CH:17][C:16]=2[Cl:25])[CH2:10][CH2:9]1)=[O:7])([CH3:4])([CH3:3])[CH3:2]. The catalyst is C(O)(=O)C.[Zn]. The product is [C:1]([O:5][C:6]([N:8]1[CH2:9][CH2:10][CH:11]([O:14][C:15]2[C:16]([Cl:25])=[CH:17][C:18]([NH2:22])=[CH:19][C:20]=2[Cl:21])[CH2:12][CH2:13]1)=[O:7])([CH3:4])([CH3:2])[CH3:3]. The yield is 0.780.